Dataset: Forward reaction prediction with 1.9M reactions from USPTO patents (1976-2016). Task: Predict the product of the given reaction. (1) Given the reactants [CH2:1]([C:8]1[C:9]([O:19][CH2:20][C:21]2[CH:26]=[CH:25][CH:24]=[CH:23][CH:22]=2)=[C:10]([CH2:14][CH:15]([OH:18])[CH2:16][OH:17])[CH:11]=[CH:12][CH:13]=1)[C:2]1[CH:7]=[CH:6][CH:5]=[CH:4][CH:3]=1.[C:27]1([CH3:37])[CH:32]=[CH:31][C:30]([S:33](Cl)(=[O:35])=[O:34])=[CH:29][CH:28]=1.CC1C=CC(S(OCC(O)CC2C=CC(OC)=CC=2OCC2C=CC=CC=2)(=O)=O)=CC=1, predict the reaction product. The product is: [CH3:37][C:27]1[CH:32]=[CH:31][C:30]([S:33]([O:17][CH2:16][CH:15]([OH:18])[CH2:14][C:10]2[CH:11]=[CH:12][CH:13]=[C:8]([CH2:1][C:2]3[CH:3]=[CH:4][CH:5]=[CH:6][CH:7]=3)[C:9]=2[O:19][CH2:20][C:21]2[CH:26]=[CH:25][CH:24]=[CH:23][CH:22]=2)(=[O:35])=[O:34])=[CH:29][CH:28]=1. (2) The product is: [Cl:11][C:9]1[C:10]2[C:2]([C:13]([O:15][CH3:16])=[O:14])=[CH:3][NH:4][C:5]=2[N:6]=[CH:7][N:8]=1. Given the reactants Br[C:2]1[C:10]2[C:9]([Cl:11])=[N:8][CH:7]=[N:6][C:5]=2[NH:4][CH:3]=1.Cl[C:13]([O:15][CH3:16])=[O:14], predict the reaction product. (3) The product is: [C:1]([C:4]1[C:22](=[O:23])[C@@:8]2([CH3:24])[C:9]3[C:15]([OH:16])=[CH:14][C:13]([O:17][CH3:18])=[C:12]([C:19]([NH:21][CH2:26][C:28]4[C:33]([CH3:34])=[CH:32][C:31]([NH:35][S:36]([CH2:39][CH2:40][CH3:41])(=[O:38])=[O:37])=[CH:30][C:29]=4[CH3:42])=[O:20])[C:10]=3[O:11][C:7]2=[CH:6][C:5]=1[OH:25])(=[O:3])[CH3:2]. Given the reactants [C:1]([C:4]1[C:22](=[O:23])[C@@:8]2([CH3:24])[C:9]3[C:15]([OH:16])=[CH:14][C:13]([O:17][CH3:18])=[C:12]([C:19]([NH2:21])=[O:20])[C:10]=3[O:11][C:7]2=[CH:6][C:5]=1[OH:25])(=[O:3])[CH3:2].[CH:26]([C:28]1[C:33]([CH3:34])=[CH:32][C:31]([NH:35][S:36]([CH2:39][CH2:40][CH3:41])(=[O:38])=[O:37])=[CH:30][C:29]=1[CH3:42])=O.C([SiH](CC)CC)C.FC(F)(F)C(O)=O, predict the reaction product.